From a dataset of NCI-60 drug combinations with 297,098 pairs across 59 cell lines. Regression. Given two drug SMILES strings and cell line genomic features, predict the synergy score measuring deviation from expected non-interaction effect. (1) Drug 1: C1=NC2=C(N1)C(=S)N=C(N2)N. Drug 2: CC1=C(C(=CC=C1)Cl)NC(=O)C2=CN=C(S2)NC3=CC(=NC(=N3)C)N4CCN(CC4)CCO. Cell line: LOX IMVI. Synergy scores: CSS=51.5, Synergy_ZIP=-5.89, Synergy_Bliss=-5.59, Synergy_Loewe=-5.27, Synergy_HSA=-2.32. (2) Drug 1: C1CCC(C1)C(CC#N)N2C=C(C=N2)C3=C4C=CNC4=NC=N3. Drug 2: C(CC(=O)O)C(=O)CN.Cl. Cell line: HCC-2998. Synergy scores: CSS=-0.192, Synergy_ZIP=-3.87, Synergy_Bliss=-17.8, Synergy_Loewe=-22.1, Synergy_HSA=-21.7.